From a dataset of Forward reaction prediction with 1.9M reactions from USPTO patents (1976-2016). Predict the product of the given reaction. (1) The product is: [ClH:1].[Cl:1][C:2]1[C:7]([CH3:8])=[CH:6][C:5]([C@H:9]([NH2:13])[CH:10]([CH3:11])[CH3:12])=[CH:4][C:3]=1[CH3:20]. Given the reactants [Cl:1][C:2]1[C:7]([CH3:8])=[CH:6][C:5]([C@H:9]([NH:13][S@@](C(C)(C)C)=O)[CH:10]([CH3:12])[CH3:11])=[CH:4][C:3]=1[CH3:20].Cl, predict the reaction product. (2) Given the reactants [N:1]12[CH2:8][CH2:7][CH:4]([CH2:5][CH2:6]1)[C@@H:3]([O:9][C:10](N1C=CN=C1)=[O:11])[CH2:2]2.[F:17][C:18]1[CH:19]=[C:20]([CH:24]([C:26]2[CH:31]=[CH:30][C:29]([S:32][CH3:33])=[CH:28][CH:27]=2)[OH:25])[CH:21]=[CH:22][CH:23]=1, predict the reaction product. The product is: [F:17][C:18]1[CH:19]=[C:20]([CH:24]([O:25][C:10](=[O:11])[O:9][C@@H:3]2[CH:4]3[CH2:5][CH2:6][N:1]([CH2:8][CH2:7]3)[CH2:2]2)[C:26]2[CH:31]=[CH:30][C:29]([S:32][CH3:33])=[CH:28][CH:27]=2)[CH:21]=[CH:22][CH:23]=1. (3) Given the reactants [NH2:1][C:2]1[CH:10]=[CH:9][C:8]([CH3:11])=[CH:7][C:3]=1[C:4]([OH:6])=[O:5].ClC1C=[CH:16][S:15][C:14]=1C(OCCCCCCCC)=O.[C:29]1([CH3:35])[CH:34]=[CH:33][CH:32]=[CH:31][CH:30]=1, predict the reaction product. The product is: [CH2:14]([S:15][C:16]1[O:5][C:4](=[O:6])[C:3]2[CH:7]=[C:8]([CH3:11])[CH:9]=[CH:10][C:2]=2[N:1]=1)[CH2:30][CH2:31][CH2:32][CH2:33][CH2:34][CH2:29][CH3:35]. (4) Given the reactants Cl[C:2]1[N:3]=[C:4]([N:22]2[CH2:27][CH2:26][O:25][CH2:24][CH2:23]2)[C:5]2[CH:10]=[C:9]([CH2:11][N:12]3[CH2:17][CH2:16][N:15]([S:18]([CH3:21])(=[O:20])=[O:19])[CH2:14][CH2:13]3)[S:8][C:6]=2[N:7]=1.C(OC(=O)[N:34]([CH2:50][CH3:51])[C:35]1[CH:40]=[CH:39][C:38](B2OC(C)(C)C(C)(C)O2)=[CH:37][N:36]=1)(C)(C)C, predict the reaction product. The product is: [CH2:50]([NH:34][C:35]1[CH:40]=[CH:39][C:38]([C:2]2[N:3]=[C:4]([N:22]3[CH2:27][CH2:26][O:25][CH2:24][CH2:23]3)[C:5]3[CH:10]=[C:9]([CH2:11][N:12]4[CH2:17][CH2:16][N:15]([S:18]([CH3:21])(=[O:20])=[O:19])[CH2:14][CH2:13]4)[S:8][C:6]=3[N:7]=2)=[CH:37][N:36]=1)[CH3:51]. (5) Given the reactants N[C:2]1[C:6]([C:7]([O:9][CH2:10]C)=[O:8])=[CH:5][N:4]([C:12]2[S:16][C:15]([C:17]([F:20])([F:19])[F:18])=[N:14][CH:13]=2)[N:3]=1.N([O-])=O.[Na+].[ClH:25], predict the reaction product. The product is: [Cl:25][C:2]1[C:6]([C:7]([O:9][CH3:10])=[O:8])=[CH:5][N:4]([C:12]2[S:16][C:15]([C:17]([F:20])([F:19])[F:18])=[N:14][CH:13]=2)[N:3]=1. (6) The product is: [Cl:6][C:7]1[CH:35]=[CH:34][C:10]([CH2:11][C:12]2[N:13]=[C:14]([O:30][CH2:31][CH2:32][CH3:33])[C:15]3[N:20]=[C:19]([C:21]4[CH:22]=[C:23]([CH3:29])[C:24]([O:28][CH2:1][CH:3]5[CH2:4][O:5]5)=[C:25]([CH3:27])[CH:26]=4)[O:18][C:16]=3[N:17]=2)=[CH:9][CH:8]=1. Given the reactants [CH2:1]([CH:3]1[O:5][CH2:4]1)Cl.[Cl:6][C:7]1[CH:35]=[CH:34][C:10]([CH2:11][C:12]2[N:13]=[C:14]([O:30][CH2:31][CH2:32][CH3:33])[C:15]3[N:20]=[C:19]([C:21]4[CH:26]=[C:25]([CH3:27])[C:24]([OH:28])=[C:23]([CH3:29])[CH:22]=4)[O:18][C:16]=3[N:17]=2)=[CH:9][CH:8]=1.[OH-].[Na+].C(OCC)(=O)C, predict the reaction product. (7) Given the reactants C([Zn][CH2:4][CH3:5])C.[CH2:6]([O:8][C:9]([C:11]1[S:12][C:13](S(C)(=O)=O)=[C:14]([C:26]#[N:27])[C:15]=1[C:16]1[CH:21]=[CH:20][C:19]([C:22]([CH3:25])([CH3:24])[CH3:23])=[CH:18][CH:17]=1)=[O:10])[CH3:7], predict the reaction product. The product is: [CH2:6]([O:8][C:9]([C:11]1[S:12][C:13]([CH2:4][CH3:5])=[C:14]([C:26]#[N:27])[C:15]=1[C:16]1[CH:21]=[CH:20][C:19]([C:22]([CH3:24])([CH3:23])[CH3:25])=[CH:18][CH:17]=1)=[O:10])[CH3:7]. (8) Given the reactants Br[C:2](Br)=[CH:3][CH:4]1[CH2:7][CH:6]([CH2:8][C:9]([CH3:12])([CH3:11])[CH3:10])[CH2:5]1.C([Li])CCC.[CH2:19]([O:26][CH2:27][CH2:28][CH2:29][CH:30]([C:39](=[O:44])NCOC)[CH2:31][C:32]([O:34][C:35]([CH3:38])([CH3:37])[CH3:36])=[O:33])[C:20]1[CH:25]=[CH:24][CH:23]=[CH:22][CH:21]=1.[Cl-].[NH4+], predict the reaction product. The product is: [CH2:19]([O:26][CH2:27][CH2:28][CH2:29][CH:30]([C:39](=[O:44])[C:2]#[C:3][CH:4]1[CH2:7][CH:6]([CH2:8][C:9]([CH3:12])([CH3:11])[CH3:10])[CH2:5]1)[CH2:31][C:32]([O:34][C:35]([CH3:36])([CH3:38])[CH3:37])=[O:33])[C:20]1[CH:25]=[CH:24][CH:23]=[CH:22][CH:21]=1. (9) Given the reactants C[Si](C)(C)[N:3]1[CH:7]=[CH:6][N:5]=[CH:4]1.Br[CH:11]([C:13]1[CH:14]=[CH:15][CH:16]=[C:17]2[C:22]=1[N:21]=[CH:20][CH:19]=[CH:18]2)[CH3:12], predict the reaction product. The product is: [NH:3]1[CH:7]=[C:6]([CH:11]([C:13]2[CH:14]=[CH:15][CH:16]=[C:17]3[C:22]=2[N:21]=[CH:20][CH:19]=[CH:18]3)[CH3:12])[N:5]=[CH:4]1.